This data is from HIV replication inhibition screening data with 41,000+ compounds from the AIDS Antiviral Screen. The task is: Binary Classification. Given a drug SMILES string, predict its activity (active/inactive) in a high-throughput screening assay against a specified biological target. (1) The molecule is O=[N+]([O-])NCC(NN[N+](=O)[O-])N[N+](=O)[O-]. The result is 0 (inactive). (2) The compound is O=C(C=Cc1ccc(Cl)cc1)NC1C=Nc2ccc([N+](=O)[O-])cc2NC1=O. The result is 0 (inactive). (3) The drug is CC(=O)OCC1OC(n2c(-c3ccccc3)c(N=Nc3ccc(C)cc3)c(C)c(C#N)c2=S)C(OC(C)=O)C(OC(C)=O)C1OC(C)=O. The result is 0 (inactive).